This data is from Full USPTO retrosynthesis dataset with 1.9M reactions from patents (1976-2016). The task is: Predict the reactants needed to synthesize the given product. (1) Given the product [Cl:8][C:6]1[CH:5]=[CH:4][C:3]([O:9][CH:11]([F:16])[F:15])=[C:2]([Br:1])[CH:7]=1, predict the reactants needed to synthesize it. The reactants are: [Br:1][C:2]1[CH:7]=[C:6]([Cl:8])[CH:5]=[CH:4][C:3]=1[OH:9].Cl[C:11]([F:16])([F:15])C([O-])=O.[Na+].C(=O)([O-])[O-].[Cs+].[Cs+]. (2) Given the product [Cl:15][C:12]1[N:13]=[CH:14][C:9]([CH2:8][N:6]2[CH2:5][CH2:4][S:3][C:2]2=[NH:1])=[CH:10][CH:11]=1.[Cl:15][C:12]1[N:13]=[CH:14][C:9]([CH2:8][N:6]2[CH2:5][CH2:4][S:3][C:2]2=[N:1][CH2:8][C:9]2[CH:14]=[N:13][C:12]([Cl:15])=[CH:11][CH:10]=2)=[CH:10][CH:11]=1, predict the reactants needed to synthesize it. The reactants are: [NH2:1][C:2]1[S:3][CH2:4][CH2:5][N:6]=1.Br[CH2:8][C:9]1[CH:10]=[CH:11][C:12]([Cl:15])=[N:13][CH:14]=1. (3) Given the product [Cl:1][C:2]1[CH:9]=[C:8]([O:10][CH2:37][CH:35]2[CH2:34][O:33][C:32]([CH3:39])([CH3:31])[O:36]2)[CH:7]=[C:6]([Cl:11])[C:3]=1[CH:4]=[O:5], predict the reactants needed to synthesize it. The reactants are: [Cl:1][C:2]1[CH:9]=[C:8]([OH:10])[CH:7]=[C:6]([Cl:11])[C:3]=1[CH:4]=[O:5].C1(P(C2C=CC=CC=2)C2C=CC=CC=2)C=CC=CC=1.[CH3:31][C:32]1([CH3:39])[O:36][CH:35]([CH2:37]O)[CH2:34][O:33]1.N(C(OCC)=O)=NC(OCC)=O. (4) The reactants are: Cl[C:2]1[C:7]([CH2:8][CH2:9][OH:10])=[C:6]([Cl:11])[N:5]=[C:4]([CH3:12])[N:3]=1.CN.[CH3:15][N:16](C)C=O. Given the product [Cl:11][C:6]1[C:7]([CH2:8][CH2:9][OH:10])=[C:2]([NH:16][CH3:15])[N:3]=[C:4]([CH3:12])[N:5]=1, predict the reactants needed to synthesize it. (5) Given the product [NH2:1][C@H:2]([C:5]([NH:7][C@H:8]([C:9]([OH:11])=[O:10])[CH:22]([CH3:25])[CH3:23])=[O:6])[CH2:3][SH:4], predict the reactants needed to synthesize it. The reactants are: [NH2:1][C@H:2]([C:5]([NH:7][CH2:8][C:9]([OH:11])=[O:10])=[O:6])[CH2:3][SH:4].SCCNCC(O)=O.Cl.N[C@H:22]([C:25](O)=O)[CH2:23]S.Cl.S1C=CC=CC1.S(S([O-])=O)([O-])(=O)=O.[Na+].[Na+].